Dataset: Reaction yield outcomes from USPTO patents with 853,638 reactions. Task: Predict the reaction yield, written as a fraction of the theoretical maximum amount of product (1.0 means a 100% yield; for example, 0.34 means a 34% yield). (1) The reactants are [F:1][C:2]1[CH:3]=[C:4](B(O)O)[CH:5]=[CH:6][CH:7]=1.C(=O)([O-])[O-].[Na+].[Na+].[C:17]1(=[O:22])[CH2:21][CH2:20][CH:19]=[CH:18]1.O. The catalyst is CCCCCCC.C1CC=CCCC=C1.C1CC=CCCC=C1.[Cl-].[Cl-].[Rh].[Rh].C(Cl)Cl.CCOC(C)=O. The product is [F:1][C:2]1[CH:3]=[C:4]([CH:19]2[CH2:20][CH2:21][C:17](=[O:22])[CH2:18]2)[CH:5]=[CH:6][CH:7]=1. The yield is 0.616. (2) The catalyst is C1(C)C=CC=CC=1.[O-2].[O-2].[Mn+4]. The reactants are [F:1][C:2]1[CH:3]=[C:4]([S:8][C:9]2[N:13]([C:14]3[C:15]([F:20])=[N:16][CH:17]=[CH:18][CH:19]=3)[N:12]=[C:11]([CH2:21][OH:22])[CH:10]=2)[CH:5]=[CH:6][CH:7]=1. The product is [F:1][C:2]1[CH:3]=[C:4]([S:8][C:9]2[N:13]([C:14]3[C:15]([F:20])=[N:16][CH:17]=[CH:18][CH:19]=3)[N:12]=[C:11]([CH:21]=[O:22])[CH:10]=2)[CH:5]=[CH:6][CH:7]=1. The yield is 0.890. (3) The reactants are [CH:1]1([C:7]2[C:15]3[C:10](=[CH:11][C:12]([C:16]([OH:18])=[O:17])=[CH:13][CH:14]=3)[N:9]([CH2:19][C:20]([N:22]3[CH2:27][CH2:26][O:25][CH2:24][CH2:23]3)=[O:21])[C:8]=2[C:28]2[CH:33]=[CH:32][C:31]([C:34]3[CH:39]=[CH:38][C:37](N(C)C)=[CH:36][CH:35]=3)=[CH:30][CH:29]=2)[CH2:6][CH2:5][CH2:4][CH2:3][CH2:2]1.COC(C1C=C2C(C(C3CCCCC3)=[C:52](C3C=CC(OS(C(F)(F)F)(=O)=O)=CC=3)[N:53]2CC(N2CCOCC2)=O)=CC=1)=O.C(C1C=CC(B(O)O)=CC=1)#N. No catalyst specified. The product is [C:52]([C:37]1[CH:36]=[CH:35][C:34]([C:31]2[CH:30]=[CH:29][C:28]([C:8]3[N:9]([CH2:19][C:20]([N:22]4[CH2:27][CH2:26][O:25][CH2:24][CH2:23]4)=[O:21])[C:10]4[C:15]([C:7]=3[CH:1]3[CH2:6][CH2:5][CH2:4][CH2:3][CH2:2]3)=[CH:14][CH:13]=[C:12]([C:16]([OH:18])=[O:17])[CH:11]=4)=[CH:33][CH:32]=2)=[CH:39][CH:38]=1)#[N:53]. The yield is 0.200. (4) The product is [CH3:7][O:8][C:9]([C@@H:11]([C:18]1[CH:19]=[CH:20][CH:21]=[CH:22][CH:23]=1)[C@H:12]1[NH:17][CH2:16][CH2:15][CH2:14][CH2:13]1)=[O:10].[ClH:1]. The yield is 0.942. The catalyst is CC(O)C. The reactants are [ClH:1].CC(O)C.Cl.[CH3:7][O:8][C:9]([C@@H:11]([C:18]1[CH:23]=[CH:22][CH:21]=[CH:20][CH:19]=1)[C@@H:12]1[NH:17][CH2:16][CH2:15][CH2:14][CH2:13]1)=[O:10].C(OC(C)C)(=O)C. (5) The reactants are [Cl:1][C:2]1[CH:7]=[C:6]([NH:8]/[C:9](/SC)=[N:10]/[C:11]#[N:12])[CH:5]=[CH:4][C:3]=1[C:15]1[CH:20]=[CH:19][CH:18]=[CH:17][CH:16]=1.[NH2:21][NH2:22]. The catalyst is C(O)C. The product is [Cl:1][C:2]1[CH:7]=[C:6]([NH:8][C:9]2[N:10]=[C:11]([NH2:12])[NH:22][N:21]=2)[CH:5]=[CH:4][C:3]=1[C:15]1[CH:16]=[CH:17][CH:18]=[CH:19][CH:20]=1. The yield is 0.900. (6) The reactants are [Cl-].[OH:2][NH3+:3].[C:4](=O)([O-])[OH:5].[Na+].CS(C)=O.C([O:16][C:17]([CH3:56])([CH3:55])[C:18]([O:20][C@H:21]1[CH2:26][CH2:25][C@H:24]([N:27]2[C:32](=[O:33])[C:31]([CH2:34][C:35]3[CH:40]=[CH:39][C:38]([C:41]4[CH:46]=[CH:45][CH:44]=[CH:43][C:42]=4[C:47]#[N:48])=[CH:37][CH:36]=3)=[C:30]([CH2:49][CH2:50][CH3:51])[N:29]3[N:52]=[CH:53][CH:54]=[C:28]23)[CH2:23][CH2:22]1)=[O:19])(=O)C. The catalyst is C(OCC)(=O)C. The product is [OH:16][C:17]([CH3:55])([CH3:56])[C:18]([O:20][C@H:21]1[CH2:22][CH2:23][C@H:24]([N:27]2[C:32](=[O:33])[C:31]([CH2:34][C:35]3[CH:40]=[CH:39][C:38]([C:41]4[CH:46]=[CH:45][CH:44]=[CH:43][C:42]=4[C:47]4[NH:48][C:4](=[O:5])[O:2][N:3]=4)=[CH:37][CH:36]=3)=[C:30]([CH2:49][CH2:50][CH3:51])[N:29]3[N:52]=[CH:53][CH:54]=[C:28]23)[CH2:25][CH2:26]1)=[O:19]. The yield is 0.170. (7) The reactants are [F:1][C:2]1[CH:7]=[C:6](I)[CH:5]=[CH:4][C:3]=1[CH2:9][C:10]([O:12][CH3:13])=[O:11].C(=O)([O-])[O-].[K+].[K+].[OH:20][C:21]1[CH:26]=[CH:25][CH:24]=[CH:23][N:22]=1. The catalyst is CS(C)=O.[Cu]I. The product is [F:1][C:2]1[CH:7]=[C:6]([N:22]2[CH:23]=[CH:24][CH:25]=[CH:26][C:21]2=[O:20])[CH:5]=[CH:4][C:3]=1[CH2:9][C:10]([O:12][CH3:13])=[O:11]. The yield is 0.390. (8) The reactants are [Si:1]([O:8][CH2:9][C@@H:10]([NH:16]C(=O)OC(C)(C)C)[C:11]([CH2:14][CH3:15])=[CH:12][CH3:13])([C:4]([CH3:7])([CH3:6])[CH3:5])([CH3:3])[CH3:2].[Si](OC[C@@H](NC(=O)OC(C)(C)C)/C(/CC)=C/C)(C(C)(C)C)(C)C. The catalyst is C(Cl)Cl.[Br-].[Zn+2].[Br-]. The product is [Si:1]([O:8][CH2:9][C@@H:10]([NH2:16])[C:11]([CH2:14][CH3:15])=[CH:12][CH3:13])([C:4]([CH3:6])([CH3:7])[CH3:5])([CH3:3])[CH3:2]. The yield is 1.00. (9) The reactants are [H-].[Na+].F[C:4]1[CH:9]=[CH:8][C:7]([N+:10]([O-:12])=[O:11])=[CH:6][CH:5]=1.[F:13][C:14]1[C:19]([F:20])=[CH:18][CH:17]=[CH:16][C:15]=1[OH:21]. The catalyst is CN(C)C=O.Cl[Cu]. The product is [F:20][C:19]1[CH:18]=[CH:17][CH:16]=[C:15]([O:21][C:4]2[CH:9]=[CH:8][C:7]([N+:10]([O-:12])=[O:11])=[CH:6][CH:5]=2)[C:14]=1[F:13]. The yield is 0.840. (10) The reactants are [OH:1][C:2]1[CH:3]=[C:4]([CH:7]=[CH:8][C:9]=1[O:10][CH2:11][CH2:12][CH3:13])[C:5]#[N:6].C(OC1C=C(C=C(OCC2C=CC=CC=2)C=1)CN)C1C=CC=CC=1. No catalyst specified. The product is [OH:1][C:2]1[CH:3]=[C:4]([CH:7]=[CH:8][C:9]=1[O:10][CH2:11][CH2:12][CH3:13])[CH2:5][NH2:6]. The yield is 0.480.